From a dataset of Catalyst prediction with 721,799 reactions and 888 catalyst types from USPTO. Predict which catalyst facilitates the given reaction. (1) Reactant: [CH2:1]([O:8][C:9]([N:11]1[CH2:19][C:18]2[C:13](=[CH:14][CH:15]=[C:16]([CH2:20][OH:21])[CH:17]=2)[CH2:12]1)=[O:10])[C:2]1[CH:7]=[CH:6][CH:5]=[CH:4][CH:3]=1.[CH3:22][S:23](Cl)(=[O:25])=[O:24]. Product: [CH2:1]([O:8][C:9]([N:11]1[CH2:19][C:18]2[C:13](=[CH:14][CH:15]=[C:16]([CH2:20][O:21][S:23]([CH3:22])(=[O:25])=[O:24])[CH:17]=2)[CH2:12]1)=[O:10])[C:2]1[CH:7]=[CH:6][CH:5]=[CH:4][CH:3]=1. The catalyst class is: 2. (2) The catalyst class is: 1. Product: [CH2:1]([N:4]1[C:13]2[C:8](=[CH:9][C:10]([C:14]([NH:20][CH3:19])=[O:16])=[CH:11][CH:12]=2)[CH2:7][CH2:6][CH2:5]1)[CH:2]=[CH2:3]. Reactant: [CH2:1]([N:4]1[C:13]2[C:8](=[CH:9][C:10]([C:14]([OH:16])=O)=[CH:11][CH:12]=2)[CH2:7][CH2:6][CH2:5]1)[CH:2]=[CH2:3].C(C1NC=CN=1)([C:19]1[NH:20]C=CN=1)=O.CN. (3) Reactant: [Cl:1][C:2]1[C:3](F)=[N:4][CH:5]=[CH:6][CH:7]=1.[F:9][C:10]([F:15])([F:14])[C@@H:11]([OH:13])[CH3:12].CC([O-])(C)C.[K+]. Product: [Cl:1][C:2]1[C:3]([O:13][C@@H:11]([CH3:12])[C:10]([F:15])([F:14])[F:9])=[N:4][CH:5]=[CH:6][CH:7]=1. The catalyst class is: 20. (4) Reactant: [Br:1][C:2]1[CH:3]=[C:4]2[C:24](=[CH:25][CH:26]=1)[C:8]1[NH:9][C:10]([C@@H:12]3[CH2:16][CH2:15][CH2:14][N:13]3[C:17]([O:19][C:20]([CH3:23])([CH3:22])[CH3:21])=[O:18])=[N:11][C:7]=1[CH:6]=[CH:5]2.C1C(=O)N([I:34])C(=O)C1. Product: [Br:1][C:2]1[CH:3]=[C:4]2[C:24](=[CH:25][CH:26]=1)[C:8]1[NH:9][C:10]([C@@H:12]3[CH2:16][CH2:15][CH2:14][N:13]3[C:17]([O:19][C:20]([CH3:21])([CH3:22])[CH3:23])=[O:18])=[N:11][C:7]=1[CH:6]=[C:5]2[I:34]. The catalyst class is: 31. (5) Reactant: Cl.[C:2]1([N:8]2[C:12]([NH:13][C:14]([NH:16][C@H:17]3[C@H:21]([C:22]4[CH:27]=[CH:26][CH:25]=[CH:24][CH:23]=4)[CH2:20][NH:19][CH2:18]3)=[O:15])=[C:11]3[CH2:28][CH2:29][CH2:30][C:10]3=[N:9]2)[CH:7]=[CH:6][CH:5]=[CH:4][CH:3]=1.C(N(C(C)C)C(C)C)C.Br[CH2:41][CH2:42][O:43][C:44]([F:47])([F:46])[F:45]. The catalyst class is: 3. Product: [C:22]1([C@@H:21]2[CH2:20][N:19]([CH2:41][CH2:42][O:43][C:44]([F:47])([F:46])[F:45])[CH2:18][C@H:17]2[NH:16][C:14]([NH:13][C:12]2[N:8]([C:2]3[CH:7]=[CH:6][CH:5]=[CH:4][CH:3]=3)[N:9]=[C:10]3[CH2:30][CH2:29][CH2:28][C:11]=23)=[O:15])[CH:23]=[CH:24][CH:25]=[CH:26][CH:27]=1. (6) Product: [CH3:1][C:2]1([CH3:16])[CH2:11][CH2:10][C:9]2[C:4](=[C:5]([C:12]([OH:14])=[O:13])[CH:6]=[CH:7][CH:8]=2)[NH:3]1. Reactant: [CH3:1][C:2]1([CH3:16])[CH2:11][CH2:10][C:9]2[C:4](=[C:5]([C:12]([O:14]C)=[O:13])[CH:6]=[CH:7][CH:8]=2)[NH:3]1.[OH-].[Na+].Cl. The catalyst class is: 20. (7) Reactant: [CH3:1][C:2]1[S:6][C:5]([C:7]([OH:9])=O)=[CH:4][CH:3]=1.C[N:11](C)C=O.C(Cl)(=O)C(Cl)=O.N. Product: [CH3:1][C:2]1[S:6][C:5]([C:7]([NH2:11])=[O:9])=[CH:4][CH:3]=1. The catalyst class is: 762.